Dataset: NCI-60 drug combinations with 297,098 pairs across 59 cell lines. Task: Regression. Given two drug SMILES strings and cell line genomic features, predict the synergy score measuring deviation from expected non-interaction effect. (1) Drug 1: C1=CC(=CC=C1CCC2=CNC3=C2C(=O)NC(=N3)N)C(=O)NC(CCC(=O)O)C(=O)O. Drug 2: C1CN(CCN1C(=O)CCBr)C(=O)CCBr. Synergy scores: CSS=21.6, Synergy_ZIP=-4.35, Synergy_Bliss=-1.46, Synergy_Loewe=-6.50, Synergy_HSA=-0.685. Cell line: A498. (2) Drug 1: C1=CC(=CC=C1C#N)C(C2=CC=C(C=C2)C#N)N3C=NC=N3. Drug 2: CC1C(C(CC(O1)OC2CC(CC3=C2C(=C4C(=C3O)C(=O)C5=C(C4=O)C(=CC=C5)OC)O)(C(=O)CO)O)N)O.Cl. Cell line: PC-3. Synergy scores: CSS=27.1, Synergy_ZIP=0.614, Synergy_Bliss=1.38, Synergy_Loewe=-3.46, Synergy_HSA=2.25. (3) Drug 1: CC1=CC=C(C=C1)C2=CC(=NN2C3=CC=C(C=C3)S(=O)(=O)N)C(F)(F)F. Drug 2: CCC1=C2CN3C(=CC4=C(C3=O)COC(=O)C4(CC)O)C2=NC5=C1C=C(C=C5)O. Cell line: SR. Synergy scores: CSS=61.8, Synergy_ZIP=4.48, Synergy_Bliss=4.14, Synergy_Loewe=-34.9, Synergy_HSA=3.36. (4) Drug 1: CC1=CC2C(CCC3(C2CCC3(C(=O)C)OC(=O)C)C)C4(C1=CC(=O)CC4)C. Drug 2: CN(CC1=CN=C2C(=N1)C(=NC(=N2)N)N)C3=CC=C(C=C3)C(=O)NC(CCC(=O)O)C(=O)O. Cell line: SNB-19. Synergy scores: CSS=49.9, Synergy_ZIP=7.55, Synergy_Bliss=6.20, Synergy_Loewe=-41.5, Synergy_HSA=-1.28. (5) Drug 1: CN1C2=C(C=C(C=C2)N(CCCl)CCCl)N=C1CCCC(=O)O.Cl. Drug 2: N.N.Cl[Pt+2]Cl. Cell line: HOP-62. Synergy scores: CSS=27.5, Synergy_ZIP=2.94, Synergy_Bliss=2.96, Synergy_Loewe=-25.2, Synergy_HSA=1.17. (6) Drug 1: COC1=C2C(=CC3=C1OC=C3)C=CC(=O)O2. Drug 2: CC(C)CN1C=NC2=C1C3=CC=CC=C3N=C2N. Cell line: HCC-2998. Synergy scores: CSS=5.89, Synergy_ZIP=-6.71, Synergy_Bliss=-13.5, Synergy_Loewe=-7.07, Synergy_HSA=-9.45. (7) Drug 1: C1=CC=C(C=C1)NC(=O)CCCCCCC(=O)NO. Drug 2: CC1CCC2CC(C(=CC=CC=CC(CC(C(=O)C(C(C(=CC(C(=O)CC(OC(=O)C3CCCCN3C(=O)C(=O)C1(O2)O)C(C)CC4CCC(C(C4)OC)OCCO)C)C)O)OC)C)C)C)OC. Cell line: PC-3. Synergy scores: CSS=9.71, Synergy_ZIP=-4.13, Synergy_Bliss=1.58, Synergy_Loewe=0.542, Synergy_HSA=2.40.